From a dataset of Forward reaction prediction with 1.9M reactions from USPTO patents (1976-2016). Predict the product of the given reaction. (1) Given the reactants [OH:1][C:2]1[CH:11]=[C:10]2[C:5]([CH:6]=[C:7]([C:13]#[N:14])[C:8](=[O:12])[O:9]2)=[CH:4][CH:3]=1.[C:15]([O-:18])([O-])=O.[K+].[K+].[CH2:21](C(OC(Cl)[CH2:21][C:22]1[CH:27]=[CH:26][CH:25]=[CH:24][CH:23]=1)Cl)[C:22]1[CH:27]=[CH:26][CH:25]=[CH:24][CH:23]=1.CCOC(C)=O, predict the reaction product. The product is: [CH2:21]([O:18][CH2:15][O:1][C:2]1[CH:11]=[C:10]2[C:5]([CH:6]=[C:7]([C:13]#[N:14])[C:8](=[O:12])[O:9]2)=[CH:4][CH:3]=1)[C:22]1[CH:27]=[CH:26][CH:25]=[CH:24][CH:23]=1. (2) Given the reactants [O:1]1[C:5]2[CH:6]=[CH:7][C:8]([CH:10]3[C:22]4[NH:21][C:20]5C(=[CH:16][CH:17]=[CH:18][CH:19]=5)C=4C[CH2:12][N:11]3[CH2:23][C:24]3[CH:29]=[CH:28][CH:27]=[CH:26][CH:25]=3)=[CH:9][C:4]=2[CH2:3][CH2:2]1.C[C:31]([CH3:34])([O-:33])[CH3:32].[K+].O=O, predict the reaction product. The product is: [CH2:23]([N:11]1[CH2:12][C:34]2[C:31](=[O:33])[C:32]3[CH:16]=[CH:17][CH:18]=[CH:19][C:20]=3[NH:21][C:22]=2[CH:10]1[C:8]1[CH:7]=[CH:6][C:5]2[O:1][CH2:2][CH2:3][C:4]=2[CH:9]=1)[C:24]1[CH:25]=[CH:26][CH:27]=[CH:28][CH:29]=1. (3) Given the reactants [NH2:1][C:2]([C@@H:4]1[CH2:8][CH2:7][C@H:6]([C:9]2[CH:14]=[CH:13][CH:12]=[C:11]([O:15][CH2:16][C:17]3[CH:22]=[CH:21][CH:20]=[CH:19][CH:18]=3)[CH:10]=2)[N:5]1C(OC(C)(C)C)=O)=[O:3].C([Cl:33])(=O)C, predict the reaction product. The product is: [ClH:33].[C:17]1([CH2:16][O:15][C:11]2[CH:10]=[C:9]([C@@H:6]3[NH:5][C@H:4]([C:2]([NH2:1])=[O:3])[CH2:8][CH2:7]3)[CH:14]=[CH:13][CH:12]=2)[CH:18]=[CH:19][CH:20]=[CH:21][CH:22]=1. (4) Given the reactants [OH:1][C:2]([C:5]1[O:6][CH:7]=[C:8]([C:10]([O:12]CC)=O)[N:9]=1)([CH3:4])[CH3:3].[NH2:15][CH2:16][C@@H:17]([N:19]1[CH:23]=[CH:22][C:21]([C:24]2[CH:31]=[C:30]([F:32])[C:27]([C:28]#[N:29])=[C:26]([Cl:33])[CH:25]=2)=[N:20]1)[CH3:18], predict the reaction product. The product is: [Cl:33][C:26]1[CH:25]=[C:24]([C:21]2[CH:22]=[CH:23][N:19]([C@@H:17]([CH3:18])[CH2:16][NH:15][C:10]([C:8]3[N:9]=[C:5]([C:2]([OH:1])([CH3:3])[CH3:4])[O:6][CH:7]=3)=[O:12])[N:20]=2)[CH:31]=[C:30]([F:32])[C:27]=1[C:28]#[N:29]. (5) Given the reactants [Br:1][C:2]1[CH:3]=[C:4]([C@@:9]([NH2:15])([CH2:11][C:12]([CH3:14])=[CH2:13])[CH3:10])[CH:5]=[CH:6][C:7]=1[F:8].[C:16]([N:24]=[C:25]=[S:26])(=[O:23])[C:17]1[CH:22]=[CH:21][CH:20]=[CH:19][CH:18]=1.ClCCl, predict the reaction product. The product is: [Br:1][C:2]1[CH:3]=[C:4]([C@@:9]([NH:15][C:25]([NH:24][C:16](=[O:23])[C:17]2[CH:18]=[CH:19][CH:20]=[CH:21][CH:22]=2)=[S:26])([CH2:11][C:12]([CH3:14])=[CH2:13])[CH3:10])[CH:5]=[CH:6][C:7]=1[F:8]. (6) The product is: [CH:28]1([C:27]([N:26]2[CH2:25][CH2:66][N:57]([C:1]([C:4]3[C:5]([F:48])=[C:6]([CH:20]=[CH:21][CH:22]=3)[CH2:7][N:8]3[C:17]4[C:12](=[CH:13][CH:14]=[CH:15][CH:16]=4)[C:11](=[O:18])[NH:10][C:9]3=[O:19])=[O:3])[CH2:56][CH2:55]2)=[O:34])[CH2:33][CH2:32][CH2:31][CH2:30]1. Given the reactants [C:1]([C:4]1[CH:5]=[C:6]([CH:20]=[C:21](F)[CH:22]=1)[CH2:7][N:8]1[C:17]2[C:12](=[CH:13][CH:14]=[CH:15][CH:16]=2)[C:11](=[O:18])[NH:10][C:9]1=[O:19])([OH:3])=O.N1[C:33]2[C:28](=C[CH:30]=[CH:31][CH:32]=2)[C:27](=[O:34])[NH:26][C:25]1=O.BrCC1C=C(C=C([F:48])C=1)C(OC)=O.COC(C1C=[C:55](C=CC=1)[CH2:56][N:57]1[C:66]2[C:55](=CC=CC=2)[C:56](=O)[NH:57][C:66]1=O)=O, predict the reaction product. (7) Given the reactants [CH3:1][O:2][C:3](=[O:28])[CH2:4][C:5]1[CH:14]=[C:13]([C:15](=[O:26])[C:16]2[CH:21]=[CH:20][C:19]([S:22]([CH3:25])(=[O:24])=[O:23])=[CH:18][CH:17]=2)[C:12]2[C:7](=[CH:8][CH:9]=[C:10]([F:27])[CH:11]=2)[CH:6]=1.[BH4-].[Na+], predict the reaction product. The product is: [CH3:1][O:2][C:3](=[O:28])[CH2:4][C:5]1[CH:14]=[C:13]([CH:15]([OH:26])[C:16]2[CH:17]=[CH:18][C:19]([S:22]([CH3:25])(=[O:24])=[O:23])=[CH:20][CH:21]=2)[C:12]2[C:7](=[CH:8][CH:9]=[C:10]([F:27])[CH:11]=2)[CH:6]=1. (8) Given the reactants [NH2:1][C:2]1[CH:10]=[CH:9][C:5]([C:6]([OH:8])=O)=[CH:4][CH:3]=1.[CH3:11][N:12]([CH3:16])[CH2:13][CH2:14][NH2:15].CCN=C=NCCCN(C)C.C1C=CC2N(O)N=NC=2C=1, predict the reaction product. The product is: [NH2:1][C:2]1[CH:3]=[CH:4][C:5]([C:6]([NH:15][CH2:14][CH2:13][N:12]([CH3:16])[CH3:11])=[O:8])=[CH:9][CH:10]=1.